This data is from Catalyst prediction with 721,799 reactions and 888 catalyst types from USPTO. The task is: Predict which catalyst facilitates the given reaction. (1) The catalyst class is: 118. Product: [CH3:39][O:40][C:41]1[CH:42]=[C:43]([NH:44][C:2]2[N:7]=[C:6]([O:8][C:9]3[C:18]4[C:13](=[CH:14][CH:15]=[CH:16][CH:17]=4)[C:12]([NH:19][C:20]([NH:22][C:23]4[N:27]([C:28]5[CH:29]=[CH:30][C:31]([CH3:34])=[CH:32][CH:33]=5)[N:26]=[C:25]([Si:35]([CH3:36])([CH3:38])[CH3:37])[CH:24]=4)=[O:21])=[CH:11][CH:10]=3)[CH:5]=[CH:4][N:3]=2)[CH:45]=[C:46]([O:48][CH2:49][CH2:50][N:51]2[CH2:56][CH2:55][O:54][CH2:53][CH2:52]2)[CH:47]=1. Reactant: Cl[C:2]1[N:7]=[C:6]([O:8][C:9]2[C:18]3[C:13](=[CH:14][CH:15]=[CH:16][CH:17]=3)[C:12]([NH:19][C:20]([NH:22][C:23]3[N:27]([C:28]4[CH:33]=[CH:32][C:31]([CH3:34])=[CH:30][CH:29]=4)[N:26]=[C:25]([Si:35]([CH3:38])([CH3:37])[CH3:36])[CH:24]=3)=[O:21])=[CH:11][CH:10]=2)[CH:5]=[CH:4][N:3]=1.[CH3:39][O:40][C:41]1[CH:42]=[C:43]([CH:45]=[C:46]([O:48][CH2:49][CH2:50][N:51]2[CH2:56][CH2:55][O:54][CH2:53][CH2:52]2)[CH:47]=1)[NH2:44]. (2) Reactant: [O:1]1[CH2:5][CH2:4][CH2:3][CH:2]1[CH:6]=[N:7][OH:8].CN(C=O)C.[Cl:14]N1C(=O)CCC1=O. Product: [O:1]1[CH2:5][CH2:4][CH2:3][CH:2]1[C:6](=[N:7][OH:8])[Cl:14]. The catalyst class is: 170. (3) Reactant: F[P-](F)(F)(F)(F)F.N1(OC(N(C)C)=[N+](C)C)C2N=CC=CC=2N=N1.[NH2:25][C:26]1[CH:54]=[CH:53][C:29]([O:30][C:31]2[CH:36]=[CH:35][N:34]=[C:33]([NH:37][C:38]([N:40]3[CH2:45][CH2:44][CH:43]([N:46]4[CH2:51][CH2:50][N:49]([CH3:52])[CH2:48][CH2:47]4)[CH2:42][CH2:41]3)=[O:39])[CH:32]=2)=[CH:28][C:27]=1[F:55].[F:56][C:57]1[CH:62]=[CH:61][C:60]([NH:63][C:64]([C:66]2([C:69](O)=[O:70])[CH2:68][CH2:67]2)=[O:65])=[CH:59][CH:58]=1.[OH-].[Na+]. Product: [F:55][C:27]1[CH:28]=[C:29]([O:30][C:31]2[CH:36]=[CH:35][N:34]=[C:33]([NH:37][C:38]([N:40]3[CH2:45][CH2:44][CH:43]([N:46]4[CH2:47][CH2:48][N:49]([CH3:52])[CH2:50][CH2:51]4)[CH2:42][CH2:41]3)=[O:39])[CH:32]=2)[CH:53]=[CH:54][C:26]=1[NH:25][C:69]([C:66]1([C:64]([NH:63][C:60]2[CH:61]=[CH:62][C:57]([F:56])=[CH:58][CH:59]=2)=[O:65])[CH2:68][CH2:67]1)=[O:70]. The catalyst class is: 842. (4) Reactant: [CH2:1]([C:4]1[C:8]([CH2:9][CH2:10][CH2:11][CH2:12][OH:13])=[CH:7][N:6]([C:14]2[CH:19]=[CH:18][C:17]([C:20]([F:23])([F:22])[F:21])=[CH:16][N:15]=2)[N:5]=1)[CH2:2][CH3:3].O[C:25]1[CH:30]=[CH:29][C:28]([CH2:31][CH2:32][C:33]([O:35]C)=[O:34])=[C:27]([O:37][CH3:38])[CH:26]=1.C(P(CCCC)CCCC)CCC.N(C(N1CCCCC1)=O)=NC(N1CCCCC1)=O. Product: [CH3:38][O:37][C:27]1[CH:26]=[C:25]([O:13][CH2:12][CH2:11][CH2:10][CH2:9][C:8]2[C:4]([CH2:1][CH2:2][CH3:3])=[N:5][N:6]([C:14]3[CH:19]=[CH:18][C:17]([C:20]([F:22])([F:21])[F:23])=[CH:16][N:15]=3)[CH:7]=2)[CH:30]=[CH:29][C:28]=1[CH2:31][CH2:32][C:33]([OH:35])=[O:34]. The catalyst class is: 7. (5) Reactant: Br[C:2]1[CH:7]=[CH:6][C:5]([F:8])=[CH:4][C:3]=1[CH3:9].[C:10]([Cu])#[N:11]. Product: [F:8][C:5]1[CH:6]=[CH:7][C:2]([C:10]#[N:11])=[C:3]([CH3:9])[CH:4]=1. The catalyst class is: 18. (6) Reactant: [C:1]([O:5][C@@H:6]([C:11]1[C:36]([CH3:37])=[CH:35][C:14]2[N:15]=[C:16]([C:18]3[N:23]=[C:22]4[C:24]([N:28]5[CH2:33][CH2:32][N:31]([CH3:34])[CH2:30][CH2:29]5)=[N:25][N:26]([CH3:27])[C:21]4=[CH:20][CH:19]=3)[S:17][C:13]=2[C:12]=1[C:38]1[CH:43]=[CH:42][C:41]([Cl:44])=[CH:40][CH:39]=1)[C:7]([O:9]C)=[O:8])([CH3:4])([CH3:3])[CH3:2].[OH-].[Na+]. Product: [C:1]([O:5][C@@H:6]([C:11]1[C:36]([CH3:37])=[CH:35][C:14]2[N:15]=[C:16]([C:18]3[N:23]=[C:22]4[C:24]([N:28]5[CH2:29][CH2:30][N:31]([CH3:34])[CH2:32][CH2:33]5)=[N:25][N:26]([CH3:27])[C:21]4=[CH:20][CH:19]=3)[S:17][C:13]=2[C:12]=1[C:38]1[CH:39]=[CH:40][C:41]([Cl:44])=[CH:42][CH:43]=1)[C:7]([OH:9])=[O:8])([CH3:4])([CH3:2])[CH3:3]. The catalyst class is: 36.